This data is from Reaction yield outcomes from USPTO patents with 853,638 reactions. The task is: Predict the reaction yield, written as a fraction of the theoretical maximum amount of product (1.0 means a 100% yield; for example, 0.34 means a 34% yield). (1) The catalyst is C1COCC1.Cl.O. The product is [Cl:13][C:14]1[C:19]([CH:20]([OH:22])[CH3:21])=[CH:18][CH:17]=[CH:16][N:15]=1. The reactants are C([Li])CCC.C(NC(C)C)(C)C.[Cl:13][C:14]1[CH:19]=[CH:18][CH:17]=[CH:16][N:15]=1.[CH:20](=[O:22])[CH3:21]. The yield is 0.640. (2) The yield is 0.730. The product is [CH3:14][O:13][C:7]1[C:5]2[N:6]=[C:2]([NH2:1])[S:3][C:4]=2[C:10]([CH2:11][N:15]2[CH2:20][CH2:19][O:18][CH2:17][CH2:16]2)=[CH:9][CH:8]=1. The catalyst is C1COCC1.O. The reactants are [NH2:1][C:2]1[S:3][C:4]2[C:10]([CH:11]=O)=[CH:9][CH:8]=[C:7]([O:13][CH3:14])[C:5]=2[N:6]=1.[NH:15]1[CH2:20][CH2:19][O:18][CH2:17][CH2:16]1.C(O)(=O)C.[BH-](OC(C)=O)(OC(C)=O)OC(C)=O.[Na+].C([O-])(O)=O.[Na+]. (3) The reactants are [CH3:1][C:2]1[C:6]2[C:7](=[O:19])[N:8]([CH2:12][CH2:13][N:14]3[CH2:18][CH2:17][CH2:16][CH2:15]3)[CH2:9][CH2:10][CH2:11][C:5]=2[NH:4][C:3]=1[CH:20]=O.[C:22]1([C:28]2[CH:29]=[C:30]3[C:34](=[CH:35][CH:36]=2)[NH:33][C:32](=[O:37])[CH2:31]3)[CH:27]=[CH:26][CH:25]=[CH:24][CH:23]=1. No catalyst specified. The product is [CH3:1][C:2]1[C:6]2[C:7](=[O:19])[N:8]([CH2:12][CH2:13][N:14]3[CH2:15][CH2:16][CH2:17][CH2:18]3)[CH2:9][CH2:10][CH2:11][C:5]=2[NH:4][C:3]=1[CH:20]=[C:31]1[C:30]2[C:34](=[CH:35][CH:36]=[C:28]([C:22]3[CH:27]=[CH:26][CH:25]=[CH:24][CH:23]=3)[CH:29]=2)[NH:33][C:32]1=[O:37]. The yield is 0.623. (4) The reactants are Cl.Cl.[Br:3][C:4]1[CH:5]=[CH:6][C:7]([NH2:12])=[C:8]([CH:11]=1)[CH2:9][NH2:10].C(N(CC)CC)C.[C:20](Cl)(=O)[C:21]1[CH:26]=[CH:25][CH:24]=[CH:23][CH:22]=1.C1(Cl)C(=O)C(Cl)=C(Cl)C(=O)C=1Cl. The catalyst is ClCCl.C1(C)C=CC=CC=1.O. The product is [Br:3][C:4]1[CH:11]=[C:8]2[C:7](=[CH:6][CH:5]=1)[N:12]=[C:20]([C:21]1[CH:26]=[CH:25][CH:24]=[CH:23][CH:22]=1)[N:10]=[CH:9]2. The yield is 0.560. (5) The reactants are CCN(C(C)C)C(C)C.OC(C(F)(F)F)=O.[NH2:17][CH2:18][C:19]([N:21]1[CH2:26][CH2:25][N:24]([C:27](=[O:38])[C:28]2[CH:33]=[CH:32][CH:31]=[CH:30][C:29]=2[C:34]([F:37])([F:36])[F:35])[CH2:23][CH2:22]1)=[O:20].C1C=CC2N(O)N=NC=2C=1.CCN=C=NCCCN(C)C.Cl.[C:61]1([C:67]2[CH:68]=[C:69]([CH:73]=[CH:74][CH:75]=2)[C:70](O)=[O:71])[CH:66]=[CH:65][CH:64]=[CH:63][CH:62]=1. The catalyst is CN(C=O)C.O. The product is [O:20]=[C:19]([N:21]1[CH2:22][CH2:23][N:24]([C:27](=[O:38])[C:28]2[CH:33]=[CH:32][CH:31]=[CH:30][C:29]=2[C:34]([F:37])([F:35])[F:36])[CH2:25][CH2:26]1)[CH2:18][NH:17][C:70]([C:69]1[CH:68]=[C:67]([C:61]2[CH:66]=[CH:65][CH:64]=[CH:63][CH:62]=2)[CH:75]=[CH:74][CH:73]=1)=[O:71]. The yield is 0.700. (6) The reactants are [CH:1]1([S:4]([C:7]2[CH:12]=[CH:11][C:10]([CH:13]([CH2:18][CH:19]3[CH2:24][CH2:23][O:22][CH2:21][CH2:20]3)[C:14](=O)[CH:15]=[CH2:16])=[CH:9][CH:8]=2)(=[O:6])=[O:5])[CH2:3][CH2:2]1.[CH:25]([C:27]1[N:32]=[CH:31][C:30]([C:33]([O:35][CH3:36])=[O:34])=[CH:29][CH:28]=1)=O.C([O-])(=O)C.[NH4+:41].C(=O)([O-])O.[Na+]. The catalyst is C(O)C.[Cl-].C([N+]1C(C)=C(CCO)SC=1)C1C=CC=CC=1.C(O)(=O)C.O.C(N(CC)CC)C. The product is [CH:1]1([S:4]([C:7]2[CH:12]=[CH:11][C:10]([CH:13]([C:14]3[NH:41][C:25]([C:27]4[N:32]=[CH:31][C:30]([C:33]([O:35][CH3:36])=[O:34])=[CH:29][CH:28]=4)=[CH:16][CH:15]=3)[CH2:18][CH:19]3[CH2:24][CH2:23][O:22][CH2:21][CH2:20]3)=[CH:9][CH:8]=2)(=[O:6])=[O:5])[CH2:3][CH2:2]1. The yield is 0.500.